This data is from Reaction yield outcomes from USPTO patents with 853,638 reactions. The task is: Predict the reaction yield, written as a fraction of the theoretical maximum amount of product (1.0 means a 100% yield; for example, 0.34 means a 34% yield). The reactants are [CH2:1]([N:3]([S:9]([C:12]1[CH:17]=[CH:16][C:15]([F:18])=[C:14]([F:19])[CH:13]=1)(=[O:11])=[O:10])[C:4](=[CH2:8])[C:5]([OH:7])=O)[CH3:2].CCOC(OC(OCC)=O)=O.[F:31][C:32]([F:48])([F:47])[C:33]1[CH:38]=[CH:37][C:36]([C:39]2[CH:44]=[C:43]([CH2:45][NH2:46])[CH:42]=[CH:41][N:40]=2)=[CH:35][CH:34]=1. The catalyst is C1COCC1. The product is [CH2:1]([N:3]([S:9]([C:12]1[CH:17]=[CH:16][C:15]([F:18])=[C:14]([F:19])[CH:13]=1)(=[O:11])=[O:10])[C:4](=[CH2:8])[C:5]([NH:46][CH2:45][C:43]1[CH:42]=[CH:41][N:40]=[C:39]([C:36]2[CH:37]=[CH:38][C:33]([C:32]([F:48])([F:31])[F:47])=[CH:34][CH:35]=2)[CH:44]=1)=[O:7])[CH3:2]. The yield is 0.240.